This data is from Full USPTO retrosynthesis dataset with 1.9M reactions from patents (1976-2016). The task is: Predict the reactants needed to synthesize the given product. (1) Given the product [P:1]([CH2:5][NH:6][CH2:7][C:8]([OH:10])=[O:9])([OH:4])([OH:3])=[O:2], predict the reactants needed to synthesize it. The reactants are: [P:1]([CH2:5][N:6](C(=O)C)[CH2:7][C:8]([OH:10])=[O:9])([OH:4])([OH:3])=[O:2].C(NCP(O)(O)=O)(=O)C.C=O.OP(O)=O.P(Cl)(Cl)Cl. (2) Given the product [Cl-:19].[N+:26]([C:23]1[CH:22]=[C:21]([N+:29]([O-:31])=[O:30])[CH:20]=[CH:25][C:24]=1[N+:16]1[CH:15]=[CH:14][C:13]([C:6]2[CH:7]=[CH:8][C:9]([N+:10]([O-:12])=[O:11])=[C:4]([O:3][CH2:1][CH3:2])[CH:5]=2)=[CH:18][CH:17]=1)([O-:28])=[O:27], predict the reactants needed to synthesize it. The reactants are: [CH2:1]([O:3][C:4]1[CH:5]=[C:6]([C:13]2[CH:18]=[CH:17][N:16]=[CH:15][CH:14]=2)[CH:7]=[CH:8][C:9]=1[N+:10]([O-:12])=[O:11])[CH3:2].[Cl:19][C:20]1[CH:25]=[CH:24][C:23]([N+:26]([O-:28])=[O:27])=[CH:22][C:21]=1[N+:29]([O-:31])=[O:30].